Predict which catalyst facilitates the given reaction. From a dataset of Catalyst prediction with 721,799 reactions and 888 catalyst types from USPTO. (1) Reactant: C(O[C:5](=[O:7])[CH3:6])(=O)C.[Br:8][C:9]1[CH:15]=[CH:14][C:13]([N+:16]([O-:18])=[O:17])=[CH:12][C:10]=1[NH2:11].O. Product: [Br:8][C:9]1[CH:15]=[CH:14][C:13]([N+:16]([O-:18])=[O:17])=[CH:12][C:10]=1[NH:11][C:5](=[O:7])[CH3:6]. The catalyst class is: 15. (2) The catalyst class is: 1. Product: [CH3:17][O:16][C:12]1[C:9]2[C:10]([CH3:11])=[C:6]([C:4]([OH:5])=[O:3])[O:7][C:8]=2[CH:15]=[CH:14][CH:13]=1. Reactant: C([O:3][C:4]([C:6]1[O:7][C:8]2[CH:15]=[CH:14][CH:13]=[C:12]([O:16][CH3:17])[C:9]=2[C:10]=1[CH3:11])=[O:5])C.[Li+].[OH-]. (3) Reactant: [C:1]1(=[O:7])[O:6][C:4](=[O:5])[CH2:3][CH2:2]1.[CH2:8]([OH:15])[C:9]1[CH:14]=[CH:13][CH:12]=[CH:11][CH:10]=1.N1C=CC=CC=1.C(O)(=O)CC(CC(O)=O)(C(O)=O)O. Product: [CH2:8]([O:15][C:4](=[O:5])[CH2:3][CH2:2][C:1]([OH:6])=[O:7])[C:9]1[CH:14]=[CH:13][CH:12]=[CH:11][CH:10]=1. The catalyst class is: 172.